Dataset: Reaction yield outcomes from USPTO patents with 853,638 reactions. Task: Predict the reaction yield, written as a fraction of the theoretical maximum amount of product (1.0 means a 100% yield; for example, 0.34 means a 34% yield). (1) The yield is 0.394. The catalyst is C1C=CC(P(C2C=CC=CC=2)[C-]2C=CC=C2)=CC=1.C1C=CC(P(C2C=CC=CC=2)[C-]2C=CC=C2)=CC=1.Cl[Pd]Cl.[Fe+2].CN(C=O)C. The reactants are Br[C:2]1[CH:3]=[C:4]([C:9]2([C:20]3[CH:25]=[CH:24][N:23]=[C:22]([O:26][CH3:27])[CH:21]=3)[C:17]3[C:12](=[C:13]([F:18])[CH:14]=[CH:15][CH:16]=3)[C:11]([NH2:19])=[N:10]2)[CH:5]=[CH:6][C:7]=1[F:8].[N:28]1[CH:33]=[C:32](B(O)O)[CH:31]=[N:30][CH:29]=1.C(=O)([O-])[O-].[K+].[K+]. The product is [F:18][C:13]1[CH:14]=[CH:15][CH:16]=[C:17]2[C:12]=1[C:11]([NH2:19])=[N:10][C:9]2([C:4]1[CH:5]=[CH:6][C:7]([F:8])=[C:2]([C:32]2[CH:33]=[N:28][CH:29]=[N:30][CH:31]=2)[CH:3]=1)[C:20]1[CH:25]=[CH:24][N:23]=[C:22]([O:26][CH3:27])[CH:21]=1. (2) The reactants are C[O:2][C:3]([C@H:5]1[CH2:10][CH2:9][C@H:8]([O:11][C:12]2[C:17]([F:18])=[CH:16][CH:15]=[CH:14][N:13]=2)[CH2:7][CH2:6]1)=O.O.[NH2:20][NH2:21]. The catalyst is C(O)CCC. The product is [F:18][C:17]1[C:12]([O:11][C@H:8]2[CH2:9][CH2:10][C@H:5]([C:3]([NH:20][NH2:21])=[O:2])[CH2:6][CH2:7]2)=[N:13][CH:14]=[CH:15][CH:16]=1. The yield is 0.830. (3) The reactants are CCN(C(C)C)C(C)C.[CH3:10][O:11][C:12]([C:14]1[NH:18][C:17]2[CH:19]=[CH:20][C:21]([NH2:23])=[CH:22][C:16]=2[N:15]=1)=[O:13].[C:24](Cl)(=[O:31])[C:25]1[CH:30]=[CH:29][CH:28]=[CH:27][CH:26]=1. The catalyst is C1COCC1. The product is [CH3:10][O:11][C:12]([C:14]1[NH:18][C:17]2[CH:19]=[CH:20][C:21]([NH:23][C:24](=[O:31])[C:25]3[CH:30]=[CH:29][CH:28]=[CH:27][CH:26]=3)=[CH:22][C:16]=2[N:15]=1)=[O:13]. The yield is 0.890. (4) The reactants are [OH:1][C:2]1[CH:3]=[CH:4][C:5]([CH3:8])=[N:6][CH:7]=1.[H-].[Na+].[I-].[CH3:12][CH2:13][CH3:14].O. The catalyst is CN(C=O)C. The product is [CH3:12][CH:13]([O:1][C:2]1[CH:3]=[CH:4][C:5]([CH3:8])=[N:6][CH:7]=1)[CH3:14]. The yield is 0.840. (5) The reactants are [F:1][C:2]1[CH:7]=[CH:6][C:5]([N:8]2[CH2:17][CH2:16][C:15]3[C:10](=[CH:11][CH:12]=[C:13]([O:18]CC4C=CC=CC=4)[CH:14]=3)[CH:9]2[CH2:26][C:27]2[CH:32]=[CH:31][C:30]([O:33][CH2:34][CH2:35][CH:36]3[CH2:41][CH2:40][CH2:39][CH2:38][N:37]3[CH3:42])=[CH:29][CH:28]=2)=[CH:4][CH:3]=1. The catalyst is C(Cl)Cl.CO. The product is [F:1][C:2]1[CH:7]=[CH:6][C:5]([N:8]2[CH2:17][CH2:16][C:15]3[C:10](=[CH:11][CH:12]=[C:13]([OH:18])[CH:14]=3)[CH:9]2[CH2:26][C:27]2[CH:32]=[CH:31][C:30]([O:33][CH2:34][CH2:35][CH:36]3[CH2:41][CH2:40][CH2:39][CH2:38][N:37]3[CH3:42])=[CH:29][CH:28]=2)=[CH:4][CH:3]=1. The yield is 0.140. (6) The reactants are [F:1][C:2]1[C:3]([N+:17]([O-:19])=[O:18])=[C:4]([CH:14]=[CH:15][CH:16]=1)[N:5]([CH2:10][CH:11]([CH3:13])[CH3:12])[CH2:6][CH:7]([CH3:9])[CH3:8].[Br:20]N1C(=O)CCC1=O. The catalyst is CN(C=O)C. The product is [Br:20][C:16]1[CH:15]=[CH:14][C:4]([N:5]([CH2:10][CH:11]([CH3:12])[CH3:13])[CH2:6][CH:7]([CH3:8])[CH3:9])=[C:3]([N+:17]([O-:19])=[O:18])[C:2]=1[F:1]. The yield is 0.880.